Dataset: Forward reaction prediction with 1.9M reactions from USPTO patents (1976-2016). Task: Predict the product of the given reaction. (1) Given the reactants [OH:1][C:2]1[CH:7]=[CH:6][C:5]([C:8]([C:10]2[CH:15]=[CH:14][C:13]([OH:16])=[CH:12][CH:11]=2)=O)=[CH:4][CH:3]=1.[OH:17][CH2:18][CH2:19][O:20][CH2:21][CH2:22][O:23][C:24]1[CH:29]=[CH:28][C:27]([C:30](=O)[CH2:31][CH3:32])=[CH:26][CH:25]=1, predict the reaction product. The product is: [OH:17][CH2:18][CH2:19][O:20][CH2:21][CH2:22][O:23][C:24]1[CH:25]=[CH:26][C:27]([C:30]([CH2:31][CH3:32])=[C:8]([C:10]2[CH:15]=[CH:14][C:13]([OH:16])=[CH:12][CH:11]=2)[C:5]2[CH:6]=[CH:7][C:2]([OH:1])=[CH:3][CH:4]=2)=[CH:28][CH:29]=1. (2) Given the reactants [NH2:1][CH:2]([C:5]1[CH:10]=[CH:9][CH:8]=[CH:7][CH:6]=1)[CH2:3][OH:4].[NH+]1C=CC=CC=1.[F:17][C:18]([F:23])([F:22])[C:19]([CH3:21])=O.O, predict the reaction product. The product is: [CH3:21][C:19]1([C:18]([F:23])([F:22])[F:17])[NH:1][CH:2]([C:5]2[CH:10]=[CH:9][CH:8]=[CH:7][CH:6]=2)[CH2:3][O:4]1. (3) Given the reactants [CH3:1][N:2]1[CH:7]([CH3:8])[CH2:6][CH2:5][C:4]([NH2:15])([C:9]2[CH:14]=[CH:13][CH:12]=[CH:11][CH:10]=2)[CH2:3]1.[CH3:16][O:17][C:18]1[CH:26]=[C:25]([C:27]([F:30])([F:29])[F:28])[CH:24]=[C:23]([S:31][CH3:32])[C:19]=1[C:20](Cl)=[O:21], predict the reaction product. The product is: [CH3:1][N:2]1[CH:7]([CH3:8])[CH2:6][CH2:5][C:4]([NH:15][C:20](=[O:21])[C:19]2[C:23]([S:31][CH3:32])=[CH:24][C:25]([C:27]([F:30])([F:28])[F:29])=[CH:26][C:18]=2[O:17][CH3:16])([C:9]2[CH:14]=[CH:13][CH:12]=[CH:11][CH:10]=2)[CH2:3]1. (4) Given the reactants C1COCC1.C([O:13][C:14]1[CH:19]=[CH:18][N:17]([C:20]2[CH:25]=[CH:24][C:23]([O:26][CH2:27][CH2:28][N:29]3[CH2:34][CH2:33][CH2:32][CH2:31][CH2:30]3)=[CH:22][CH:21]=2)[C:16](=[O:35])[CH:15]=1)C1C=CC=CC=1, predict the reaction product. The product is: [OH:13][C:14]1[CH:19]=[CH:18][N:17]([C:20]2[CH:21]=[CH:22][C:23]([O:26][CH2:27][CH2:28][N:29]3[CH2:30][CH2:31][CH2:32][CH2:33][CH2:34]3)=[CH:24][CH:25]=2)[C:16](=[O:35])[CH:15]=1. (5) Given the reactants [CH2:1]([N:6]1[C:14]2[N:13]=[CH:12][NH:11][C:10]=2[C:9](=[O:15])[N:8]([C:16]2[CH:21]=[CH:20][CH:19]=[CH:18][CH:17]=2)[C:7]1=[O:22])[CH2:2][CH2:3][CH2:4][CH3:5].C1C(=O)N([Cl:30])C(=O)C1, predict the reaction product. The product is: [Cl:30][C:12]1[NH:11][C:10]2[C:9](=[O:15])[N:8]([C:16]3[CH:17]=[CH:18][CH:19]=[CH:20][CH:21]=3)[C:7](=[O:22])[N:6]([CH2:1][CH2:2][CH2:3][CH2:4][CH3:5])[C:14]=2[N:13]=1.